The task is: Predict the reaction yield, written as a fraction of the theoretical maximum amount of product (1.0 means a 100% yield; for example, 0.34 means a 34% yield).. This data is from Reaction yield outcomes from USPTO patents with 853,638 reactions. (1) The reactants are [ClH:1].[OH:2][C:3]1[C:16]2[C:15](=[O:17])[C:14]3[C:9](=[CH:10][CH:11]=[CH:12][CH:13]=3)[S:8][C:7]=2[CH:6]=[C:5]([O:18][CH2:19][CH:20]2[CH2:22][S:21]2)[CH:4]=1. The catalyst is C(OCC)(=O)C. The product is [Cl:1][CH2:22][CH:20]([SH:21])[CH2:19][O:18][C:5]1[CH:4]=[C:3]([OH:2])[C:16]2[C:15](=[O:17])[C:14]3[C:9]([S:8][C:7]=2[CH:6]=1)=[CH:10][CH:11]=[CH:12][CH:13]=3. The yield is 0.718. (2) The reactants are C([O:3][C:4](=O)[CH2:5][CH:6]1[S:10][C:9]([C:11]2[NH:12][C:13]3[C:18]([CH:19]=2)=[CH:17][CH:16]=[CH:15][C:14]=3[N:20]([CH3:30])[S:21]([C:24]2[CH:25]=[N:26][CH:27]=[CH:28][CH:29]=2)(=[O:23])=[O:22])=[N:8][CH2:7]1)C.[OH-].[Na+].C(O)(=O)CC(CC(O)=O)(C(O)=O)O.Cl.C[N:49](C)CCCN=C=NCC. The catalyst is O.CN(C)C=O.C(O)C.O1CCCC1. The product is [CH3:30][N:20]([S:21]([C:24]1[CH:25]=[N:26][CH:27]=[CH:28][CH:29]=1)(=[O:23])=[O:22])[C:14]1[CH:15]=[CH:16][CH:17]=[C:18]2[C:13]=1[NH:12][C:11]([C:9]1[S:10][CH:6]([CH2:5][C:4]([NH2:49])=[O:3])[CH2:7][N:8]=1)=[CH:19]2. The yield is 0.420.